Predict the reaction yield, written as a fraction of the theoretical maximum amount of product (1.0 means a 100% yield; for example, 0.34 means a 34% yield). From a dataset of Reaction yield outcomes from USPTO patents with 853,638 reactions. (1) The reactants are Br[C:2]1[C:10]2[C:9](=[O:11])[N:8]([CH2:12][CH2:13][C:14]3[CH:19]=[CH:18][CH:17]=[CH:16][N:15]=3)[N:7]=[CH:6][C:5]=2[S:4][CH:3]=1.[N:20]1[CH:25]=[CH:24][C:23](B(O)O)=[CH:22][CH:21]=1. No catalyst specified. The yield is 0.331. The product is [N:20]1[CH:25]=[CH:24][C:23]([C:2]2[C:10]3[C:9](=[O:11])[N:8]([CH2:12][CH2:13][C:14]4[CH:19]=[CH:18][CH:17]=[CH:16][N:15]=4)[N:7]=[CH:6][C:5]=3[S:4][CH:3]=2)=[CH:22][CH:21]=1. (2) The yield is 0.860. The product is [CH3:1][O:2][C:3]([C:5]1[N:6]=[C:7]([NH:10][C:11](=[O:30])[C@@H:12]([NH2:22])[CH2:13][C:14]2[CH:19]=[CH:18][CH:17]=[CH:16][C:15]=2[C:20]#[N:21])[S:8][CH:9]=1)=[O:4]. The catalyst is ClCCl. The reactants are [CH3:1][O:2][C:3]([C:5]1[N:6]=[C:7]([NH:10][C:11](=[O:30])[C@@H:12]([NH:22]C(OC(C)(C)C)=O)[CH2:13][C:14]2[CH:19]=[CH:18][CH:17]=[CH:16][C:15]=2[C:20]#[N:21])[S:8][CH:9]=1)=[O:4].FC(F)(F)C(O)=O. (3) The reactants are [CH2:1]([Mg]Cl)[CH:2]=[CH2:3].[CH3:6][C@H:7]1[CH2:16][CH:15]=[CH:14][C:9]2([CH2:13][CH2:12][CH2:11][CH2:10]2)[C@H:8]1[C:17]([O:19]CC)=O.Cl.CC([O-])(C)C.[K+]. The catalyst is C1COCC1.CN(C=O)C.CC1C=CC(S(O)(=O)=O)=CC=1.O.O. The product is [CH3:6][C@H:7]1[CH2:16][CH:15]=[CH:14][C:9]2([CH2:10][CH2:11][CH2:12][CH2:13]2)[C@H:8]1[C:17](=[O:19])/[CH:1]=[CH:2]/[CH3:3]. The yield is 0.430. (4) The reactants are Cl[C:2]1[N:7]=[N:6][C:5]([OH:8])=[CH:4][CH:3]=1.[NH:9]1[CH2:14][CH2:13][O:12][CH2:11][CH2:10]1. No catalyst specified. The product is [O:12]1[CH2:13][CH2:14][N:9]([C:2]2[N:7]=[N:6][C:5]([OH:8])=[CH:4][CH:3]=2)[CH2:10][CH2:11]1. The yield is 0.740. (5) The product is [CH3:15][CH2:14][N:16]([C:17](/[C:18](/[C:19]#[N:20])=[CH:5]/[C:4]1[CH:3]=[C:2]([OH:1])[C:9]([OH:10])=[C:8]([N+:11]([O-:13])=[O:12])[CH:7]=1)=[O:21])[CH2:22][CH3:23]. The catalyst is C(OC(=O)C)C. The reactants are [OH:1][C:2]1[CH:3]=[C:4]([CH:7]=[C:8]([N+:11]([O-:13])=[O:12])[C:9]=1[OH:10])[CH:5]=O.[CH2:14]([N:16]([CH2:22][CH3:23])[C:17](=[O:21])[CH2:18][C:19]#[N:20])[CH3:15].N1CCCCC1. The yield is 0.840. (6) The reactants are [F:1][C:2]1[CH:7]=[CH:6][C:5]([C:8]2[CH:12]=[C:11]([C:13]([F:16])([F:15])[F:14])[O:10][N:9]=2)=[CH:4][CH:3]=1.C1(C2[C:27](C3N=CN(C4C=CC=CC=4)C=3)=[C:26](C(F)(F)F)[O:25]N=2)C=CC=CC=1. No catalyst specified. The product is [F:1][C:2]1[CH:3]=[CH:4][C:5]([C:8]2[C:12]([C:26](=[O:25])[CH3:27])=[C:11]([C:13]([F:14])([F:16])[F:15])[O:10][N:9]=2)=[CH:6][CH:7]=1. The yield is 0.850. (7) The reactants are [N:1]1[CH:6]=[C:5]([C@@H:7]2[CH2:12][CH2:11][CH2:10][N:8]2[CH3:9])[CH:4]=[CH:3][CH:2]=1.[Br:13][CH2:14][CH2:15][CH2:16][CH2:17][CH2:18][CH2:19][CH2:20][CH2:21][CH2:22][CH:23]=[CH2:24]. The catalyst is CC(O)=O. The product is [Br-:13].[CH3:9][N:8]1[CH2:10][CH2:11][CH2:12][C@H:7]1[C:5]1[CH:6]=[N+:1]([CH2:24][CH2:23][CH2:22][CH2:21][CH2:20][CH2:19][CH2:18][CH2:17][CH2:16][CH:15]=[CH2:14])[CH:2]=[CH:3][CH:4]=1. The yield is 0.670.